Predict the product of the given reaction. From a dataset of Forward reaction prediction with 1.9M reactions from USPTO patents (1976-2016). (1) Given the reactants S(Cl)(Cl)=O.ClC1C(C(O)=O)=C(C2C=CC=CC=2)C=CN=1.[CH2:21]([NH2:24])[CH2:22][NH2:23].CS(O[CH2:30][C:31]1[CH:36]=[C:35]([C:37]([F:40])([F:39])[F:38])[CH:34]=[C:33]([C:41]([F:44])([F:43])[F:42])[CH:32]=1)(=O)=O, predict the reaction product. The product is: [F:38][C:37]([F:39])([F:40])[C:35]1[CH:36]=[C:31]([CH:32]=[C:33]([C:41]([F:44])([F:42])[F:43])[CH:34]=1)[CH2:30][NH:23][CH2:22][CH2:21][NH2:24]. (2) Given the reactants Br[C:2]1[CH:3]=[CH:4][C:5]2[O:9][C:8]([C:10]([NH2:12])=[O:11])=[C:7]([NH:13][C:14](=[O:17])[CH2:15][Cl:16])[C:6]=2[CH:18]=1.NC1C2C=C([Cl:29])C=CC=2OC=1C(N)=O.BrC1C=CC2OC(C(=O)N)=C(NC(C3CCCN3C(OC(C)(C)C)=O)=O)C=2C=1, predict the reaction product. The product is: [Cl:29][C:2]1[CH:3]=[CH:4][C:5]2[O:9][C:8]([C:10]([NH2:12])=[O:11])=[C:7]([NH:13][C:14](=[O:17])[CH2:15][Cl:16])[C:6]=2[CH:18]=1.